From a dataset of Full USPTO retrosynthesis dataset with 1.9M reactions from patents (1976-2016). Predict the reactants needed to synthesize the given product. (1) Given the product [Cl:19][C:16]1[CH:15]=[C:3]2[C:2](=[CH:18][CH:17]=1)[N:1]=[CH:20][N:6]([CH:7]1[CH2:12][CH2:11][C:10](=[O:13])[NH:9][C:8]1=[O:14])[C:4]2=[O:5], predict the reactants needed to synthesize it. The reactants are: [NH2:1][C:2]1[CH:18]=[CH:17][C:16]([Cl:19])=[CH:15][C:3]=1[C:4]([NH:6][CH:7]1[CH2:12][CH2:11][C:10](=[O:13])[NH:9][C:8]1=[O:14])=[O:5].[CH:20](OC)(OC)OC.C1(C)C=CC(S(O)(=O)=O)=CC=1. (2) Given the product [F:10][C:4]1[CH:5]=[C:6]([F:9])[CH:7]=[CH:8][C:3]=1[P:17](=[O:18])([C:19]1[CH:20]=[CH:21][CH:22]=[CH:23][CH:24]=1)[C:11]1[CH:16]=[CH:15][CH:14]=[CH:13][CH:12]=1, predict the reactants needed to synthesize it. The reactants are: [Mg].Br[C:3]1[CH:8]=[CH:7][C:6]([F:9])=[CH:5][C:4]=1[F:10].[C:11]1([P:17](Cl)([C:19]2[CH:24]=[CH:23][CH:22]=[CH:21][CH:20]=2)=[O:18])[CH:16]=[CH:15][CH:14]=[CH:13][CH:12]=1.[Cl-].[NH4+]. (3) Given the product [O:1]1[CH2:5][CH2:4][CH2:3][CH:2]1[C:6]1[C:10]2[CH2:11][NH:12][CH2:13][CH2:14][C:9]=2[NH:8][N:7]=1, predict the reactants needed to synthesize it. The reactants are: [O:1]1[CH2:5][CH2:4][CH2:3][CH:2]1[C:6]1[C:10]2[CH2:11][N:12](C(OC(C)(C)C)=O)[CH2:13][CH2:14][C:9]=2[NH:8][N:7]=1.Cl.O1CCOCC1.C(OCC)(=O)C. (4) The reactants are: [CH3:1][CH:2]([CH3:18])[CH2:3][C:4]1[NH:5][N:6]=[C:7]2[C:16]=1[C:15]1[CH:14]=[CH:13][CH:12]=[CH:11][C:10]=1[N:9]=[C:8]2[NH2:17].C(=O)([O-])[O-].[K+].[K+].[Cl:25][CH2:26][CH2:27][CH2:28]I.CN(C=O)C. Given the product [Cl:25][CH2:26][CH2:27][CH2:28][N:5]1[C:4]([CH2:3][CH:2]([CH3:18])[CH3:1])=[C:16]2[C:7]([C:8]([NH2:17])=[N:9][C:10]3[CH:11]=[CH:12][CH:13]=[CH:14][C:15]=32)=[N:6]1, predict the reactants needed to synthesize it. (5) The reactants are: [C:1]([C:3]1[CH:8]=[CH:7][C:6]([C:9]2[CH:10]=[N:11][N:12]([C:15]3[CH:23]=[CH:22][C:18]([C:19]([OH:21])=O)=[CH:17][N:16]=3)[C:13]=2[OH:14])=[C:5]([CH3:24])[CH:4]=1)#[N:2].Cl.Cl.[CH3:27][N:28]([CH3:35])[C@H:29]1[CH2:34][CH2:33][CH2:32][NH:31][CH2:30]1. Given the product [CH3:27][N:28]([CH3:35])[C@H:29]1[CH2:34][CH2:33][CH2:32][N:31]([C:19]([C:18]2[CH:22]=[CH:23][C:15]([N:12]3[C:13]([OH:14])=[C:9]([C:6]4[CH:7]=[CH:8][C:3]([C:1]#[N:2])=[CH:4][C:5]=4[CH3:24])[CH:10]=[N:11]3)=[N:16][CH:17]=2)=[O:21])[CH2:30]1, predict the reactants needed to synthesize it.